Dataset: Reaction yield outcomes from USPTO patents with 853,638 reactions. Task: Predict the reaction yield, written as a fraction of the theoretical maximum amount of product (1.0 means a 100% yield; for example, 0.34 means a 34% yield). (1) The reactants are [F:1][C:2]([F:18])([F:17])[C:3]1[C:11]([C:12](OCC)=[O:13])=[C:6]2[CH:7]=[CH:8][CH:9]=[CH:10][N:5]2[N:4]=1.[H-].[Al+3].[Li+].[H-].[H-].[H-].CO.[OH-].[Na+]. The catalyst is O1CCCC1. The product is [F:18][C:2]([F:1])([F:17])[C:3]1[C:11]([CH2:12][OH:13])=[C:6]2[CH:7]=[CH:8][CH:9]=[CH:10][N:5]2[N:4]=1. The yield is 1.00. (2) The catalyst is Cl.C(O)(=O)C.O. The yield is 0.950. The product is [C:17]([NH:14][C:4]1[CH:5]=[C:6]([CH:12]=[CH:13][C:3]=1[Cl:2])[CH:7]=[CH:8][C:9]([OH:11])=[O:10])(=[O:19])[CH3:18]. The reactants are [Sn].[Cl:2][C:3]1[CH:13]=[CH:12][C:6]([CH:7]=[CH:8][C:9]([OH:11])=[O:10])=[CH:5][C:4]=1[N+:14]([O-])=O.[C:17](OC(=O)C)(=[O:19])[CH3:18].C(NC1C=CC=CC=1)(=O)C. (3) The reactants are [CH3:1][O:2][C:3]1[CH:12]=[CH:11][CH:10]=[C:5]([C:6]([O:8][CH3:9])=[O:7])[C:4]=1[OH:13].F[C:15]1[CH:20]=[CH:19][CH:18]=[CH:17][C:16]=1[N+:21]([O-:23])=[O:22].[CH3:24][O:25][C:26]1[CH:39]=[CH:38][CH:37]=[C:36]([C:40]([O:42][CH3:43])=[O:41])[C:27]=1[O:28][C:29]1[CH:35]=[CH:34][CH:33]=[CH:32][C:30]=1[NH2:31].[NH2:44][C:45]1[S:46][CH:47]=[CH:48][N:49]=1. No catalyst specified. The product is [CH3:1][O:2][C:3]1[CH:12]=[CH:11][CH:10]=[C:5]([C:6]([O:8][CH3:9])=[O:7])[C:4]=1[O:13][C:15]1[CH:20]=[CH:19][CH:18]=[CH:17][C:16]=1[N+:21]([O-:23])=[O:22].[CH3:24][O:25][C:26]1[CH:39]=[CH:38][CH:37]=[C:36]([C:40]([O:42][CH3:43])=[O:41])[C:27]=1[O:28][C:29]1[CH:35]=[CH:34][CH:33]=[CH:32][C:30]=1[NH:31][C:4]([NH:44][C:45]1[S:46][CH:47]=[CH:48][N:49]=1)=[O:13]. The yield is 0.820. (4) The reactants are [S:1](=[O:33])(=[O:32])([O:3][CH2:4][C@@H:5]1[CH2:9][C@@H:8]([N:10]2[C:14]3[N:15]=[CH:16][N:17]=[C:18]([NH:19][CH2:20][CH:21]4[CH2:23][CH2:22]4)[C:13]=3[CH:12]=[CH:11]2)[CH2:7][C@@H:6]1[O:24][Si](C(C)(C)C)(C)C)[NH2:2]. The catalyst is C1COCC1.N1C=CC=CC=1.F.N1C=CC=CC=1. The product is [S:1](=[O:32])(=[O:33])([O:3][CH2:4][C@@H:5]1[CH2:9][C@@H:8]([N:10]2[C:14]3[N:15]=[CH:16][N:17]=[C:18]([NH:19][CH2:20][CH:21]4[CH2:22][CH2:23]4)[C:13]=3[CH:12]=[CH:11]2)[CH2:7][C@@H:6]1[OH:24])[NH2:2]. The yield is 0.0440.